The task is: Predict the reactants needed to synthesize the given product.. This data is from Full USPTO retrosynthesis dataset with 1.9M reactions from patents (1976-2016). Given the product [CH3:25][C:4]1[N:5]=[C:6]([N:8]2[CH2:12][CH2:11][N:10]([CH2:13][C:14]3[CH:19]=[CH:18][C:17]([C:20]([F:23])([F:22])[F:21])=[CH:16][CH:15]=3)[C:9]2=[O:24])[S:7][C:3]=1[CH:2]=[O:1], predict the reactants needed to synthesize it. The reactants are: [OH:1][CH2:2][C:3]1[S:7][C:6]([N:8]2[CH2:12][CH2:11][N:10]([CH2:13][C:14]3[CH:19]=[CH:18][C:17]([C:20]([F:23])([F:22])[F:21])=[CH:16][CH:15]=3)[C:9]2=[O:24])=[N:5][C:4]=1[CH3:25].